This data is from Catalyst prediction with 721,799 reactions and 888 catalyst types from USPTO. The task is: Predict which catalyst facilitates the given reaction. (1) Reactant: [CH2:1]([S:3]([N:6]1[CH2:11][CH2:10][NH:9][CH2:8][CH2:7]1)(=[O:5])=[O:4])[CH3:2].[S:12](N)([NH2:15])(=[O:14])=[O:13]. Product: [CH2:1]([S:3]([N:6]1[CH2:7][CH2:8][N:9]([S:12]([NH2:15])(=[O:14])=[O:13])[CH2:10][CH2:11]1)(=[O:5])=[O:4])[CH3:2]. The catalyst class is: 12. (2) Reactant: C([N:8]1[CH2:13][CH2:12][CH:11]([N:14]([CH2:22][C:23]2[N:28]=[CH:27][C:26]3[O:29][CH2:30][CH2:31][O:32][C:25]=3[CH:24]=2)[C:15](=[O:21])[O:16][C:17]([CH3:20])([CH3:19])[CH3:18])[CH2:10][CH2:9]1)C1C=CC=CC=1. Product: [OH2:16].[O:32]1[C:25]2[CH:24]=[C:23]([CH2:22][N:14]([CH:11]3[CH2:12][CH2:13][NH:8][CH2:9][CH2:10]3)[C:15](=[O:21])[O:16][C:17]([CH3:20])([CH3:19])[CH3:18])[N:28]=[CH:27][C:26]=2[O:29][CH2:30][CH2:31]1. The catalyst class is: 129. (3) Reactant: [Cl:1][C:2]1[CH:8]=[C:7]([O:9][C:10]2[C:19]3[C:14](=[CH:15][C:16]([O:22][CH3:23])=[C:17]([O:20][CH3:21])[CH:18]=3)[N:13]=[CH:12][N:11]=2)[CH:6]=[CH:5][C:3]=1[NH2:4].C(N(CC)CC)C.Cl[C:32](Cl)([O:34]C(=O)OC(Cl)(Cl)Cl)Cl.[NH2:43][C:44]1[CH:48]=[C:47]([CH3:49])[O:46][N:45]=1. Product: [Cl:1][C:2]1[CH:8]=[C:7]([O:9][C:10]2[C:19]3[C:14](=[CH:15][C:16]([O:22][CH3:23])=[C:17]([O:20][CH3:21])[CH:18]=3)[N:13]=[CH:12][N:11]=2)[CH:6]=[CH:5][C:3]=1[NH:4][C:32]([NH:43][C:44]1[CH:48]=[C:47]([CH3:49])[O:46][N:45]=1)=[O:34]. The catalyst class is: 146. (4) Reactant: C([Si](C)(C)[O:6][CH:7]([CH2:32][C:33](=[O:36])[NH:34][CH3:35])[CH2:8][C:9](=[O:31])[CH2:10][CH2:11][CH:12]1[CH:21]2[C:16](=[CH:17][CH:18]([CH3:29])[CH2:19][CH:20]2[O:22][C:23](=[O:28])[CH:24]([CH3:27])[CH2:25][CH3:26])[CH:15]=[CH:14][CH:13]1[CH3:30])(C)(C)C.[C:39](O)(=[O:41])C.O.O.O.[F-].C([N+:51]([CH2:60][CH2:61][CH2:62][CH3:63])(CCCC)CCCC)CCC.[CH2:64]1[CH2:68][O:67][CH2:66][CH2:65]1. Product: [CH3:39][O:41][C:65]1[CH:64]=[C:61]([CH:62]=[CH:63][C:66]=1[O:67][CH3:68])[CH2:60][NH:51][C@@H:9]([CH2:8][C@@H:7]([OH:6])[CH2:32][C:33](=[O:36])[NH:34][CH3:35])[CH2:10][CH2:11][C@@H:12]1[C@@H:21]2[C:16](=[CH:17][C@H:18]([CH3:29])[CH2:19][C@@H:20]2[O:22][C:23](=[O:28])[C@@H:24]([CH3:27])[CH2:25][CH3:26])[CH:15]=[CH:14][C@@H:13]1[CH3:30].[OH:6][CH:7]([CH2:32][C:33](=[O:36])[NH:34][CH3:35])[CH2:8][C:9](=[O:31])[CH2:10][CH2:11][CH:12]1[CH:21]2[C:16](=[CH:17][CH:18]([CH3:29])[CH2:19][CH:20]2[O:22][C:23](=[O:28])[CH:24]([CH3:27])[CH2:25][CH3:26])[CH:15]=[CH:14][CH:13]1[CH3:30]. The catalyst class is: 13. (5) Reactant: [C:1]([CH2:4][CH2:5][NH:6][C:7]1[CH:12]=[CH:11][C:10]([C:13](=[N:28][OH:29])[CH2:14][O:15][C:16]2[CH:27]=[CH:26][C:19]([C:20]([O:22]CC=C)=[O:21])=[CH:18][CH:17]=2)=[CH:9][C:8]=1[C:30]([CH3:33])([CH3:32])[CH3:31])(=[O:3])[CH3:2].N1CCOCC1. Product: [C:1]([CH2:4][CH2:5][NH:6][C:7]1[CH:12]=[CH:11][C:10]([C:13](=[N:28][OH:29])[CH2:14][O:15][C:16]2[CH:27]=[CH:26][C:19]([C:20]([OH:22])=[O:21])=[CH:18][CH:17]=2)=[CH:9][C:8]=1[C:30]([CH3:33])([CH3:32])[CH3:31])(=[O:3])[CH3:2]. The catalyst class is: 176. (6) Reactant: [CH3:1][O:2][C:3]([CH:5]1[CH2:9][C:8](=O)[N:7]([CH2:11][C:12]2[CH:17]=[CH:16][CH:15]=[CH:14][CH:13]=2)[CH2:6]1)=[O:4].B.O1CCCC1.Cl. Product: [CH3:1][O:2][C:3]([CH:5]1[CH2:9][CH2:8][N:7]([CH2:11][C:12]2[CH:13]=[CH:14][CH:15]=[CH:16][CH:17]=2)[CH2:6]1)=[O:4]. The catalyst class is: 7. (7) Reactant: [NH2:1][C:2]1[CH:7]=[N:6][C:5]([C:8]#[N:9])=[CH:4][N:3]=1.N1C=CC=CC=1.[C:16]1([O:22][C:23](Cl)=[O:24])[CH:21]=[CH:20][CH:19]=[CH:18][CH:17]=1.O. Product: [C:16]1([O:22][C:23](=[O:24])[NH:1][C:2]2[CH:7]=[N:6][C:5]([C:8]#[N:9])=[CH:4][N:3]=2)[CH:21]=[CH:20][CH:19]=[CH:18][CH:17]=1. The catalyst class is: 76.